From a dataset of Catalyst prediction with 721,799 reactions and 888 catalyst types from USPTO. Predict which catalyst facilitates the given reaction. Reactant: [CH3:1][O:2][C:3]1[C:4](=[O:34])[CH:5]=[C:6]([NH:23][CH2:24][CH2:25][CH2:26][C:27]([O:29]C(C)(C)C)=[O:28])[C:7](=[O:22])[C:8]=1[CH2:9][CH2:10][CH2:11][CH2:12][CH2:13][CH2:14][CH2:15][CH2:16][CH2:17][CH2:18][CH2:19][CH2:20][CH3:21].C1(OC)C=CC=CC=1.FC(F)(F)C(O)=O.C1CCCCC1. Product: [CH3:1][O:2][C:3]1[C:4](=[O:34])[CH:5]=[C:6]([NH:23][CH2:24][CH2:25][CH2:26][C:27]([OH:29])=[O:28])[C:7](=[O:22])[C:8]=1[CH2:9][CH2:10][CH2:11][CH2:12][CH2:13][CH2:14][CH2:15][CH2:16][CH2:17][CH2:18][CH2:19][CH2:20][CH3:21]. The catalyst class is: 4.